From a dataset of Experimentally validated miRNA-target interactions with 360,000+ pairs, plus equal number of negative samples. Binary Classification. Given a miRNA mature sequence and a target amino acid sequence, predict their likelihood of interaction. (1) The miRNA is hsa-miR-6871-3p with sequence CAGCACCCUGUGGCUCCCACAG. The protein sequence of the target gene is MAFPPSPLAMEYVNDFDLMKFEIKREPSEGRSGVPTASLGSTPYSSVPPSPTFSEPGMVGGGEAPRPGLEELYWLATLQQQLGSDEVLGLSPDEAVELLQNQGPVSMEGPLGYYSGSPGETGAQHVQLPERFSDAALVSMSVRELNRQLRGCGRDEALRLKQRRRTLKNRGYAQACRSKRLQQRRGLEAERARLAAQLDALRAEVARLARERDLYKARCDRLTSGGPGSDDHTHLFL. Result: 0 (no interaction). (2) The miRNA is cel-miR-358-3p with sequence AUUGGUAUCCCUGUCAAGGUCU. The protein sequence of the target gene is MEVVPAEVNSLLPEEIMDTGITLVDDDSIEAVIVSSPIPMETELEEIVNINSTGDSTATPISTEPITVYSNHTNQVAVNTTITKADSNTTVKPAFPSGLQKLGAQTPVTISANQIILNKVSQTSDLKLGNQTLKPDGQKLILTTLGKSGSPIVLALPHSQLPQAQKVTTQAQSGDAKLPPQQIKVVTIGGRPEVKPVIGVSALTPGSQLINTTTQPSVLQTQQLKTVQIAKKPRTPTSGPVITKLIFAKPINSKAVTGQTTQVSPPVIAGRVLSQSTPGTPSKTITISESGVIGSTLNST.... Result: 0 (no interaction). (3) The protein sequence of the target gene is MPADSTQDEDAVLSYGMKLTWDINDPQMPQEPTHFDHFREWPDGYVRFIYSSQEKKAQRHLSGWAMRNTNNHNGHILKKSCLGVVVCARACALKDGSHLQLRPAICDKARLKQQKKACPNCHSPLELVPCRGHSGYPVTNFWRLDGNAIFFQAKGVHDHPRPESKSETEGRRSALKRQMASFYQPQKRRSEEPEARSTQDIRGHLNSTAALEPTELFDMTADTSFPIPGQPSPSFPNSDVHRVTCDLPTFQGDIILPFQKYPNPSIYFPGPPWGYELASSGVTGSSPYSTLYKDSSVVPD.... The miRNA is hsa-miR-4510 with sequence UGAGGGAGUAGGAUGUAUGGUU. Result: 0 (no interaction). (4) The miRNA is hsa-miR-6895-3p with sequence UGUCUCUCGCCCUUGGCCUUAG. The protein sequence of the target gene is MKGRRRRRREYCKFALLLVLYTLVLLLVPSVLDGGRDGDKGAEHCPGLQRSLGVWSLEAAAAGEREQGAEARAAEEGGANQSPRFPSNLSGAVGEAVSREKQHIYVHATWRTGSSFLGELFNQHPDVFYLYEPMWHLWQALYPGDAESLQGALRDMLRSLFRCDFSVLRLYAPPGDPAARAPDTANLTTAALFRWRTNKVICSPPLCPGAPRARAEVGLVEDTACERSCPPVAIRALEAECRKYPVVVIKDVRLLDLGVLVPLLRDPGLNLKVVQLFRDPRAVHNSRLKSRQGLLRESIQ.... Result: 0 (no interaction). (5) The miRNA is bta-miR-199a-5p with sequence CCCAGUGUUCAGACUACCUGUU. The protein sequence of the target gene is MTSPEIASLSWGQMKVKGSNTTYKDCKVWPGGSRTWDWRETGTEHSPGVQPADVKEVVEKGVQTLVIGRGMSEALKVPSSTVEYLKKHGIDVRVLQTEQAVKEYNALVAQGVRVGGVFHSTC. Result: 0 (no interaction). (6) The miRNA is hsa-miR-651-5p with sequence UUUAGGAUAAGCUUGACUUUUG. The protein sequence of the target gene is MAERGYSFSLTTFSPSGKLVQIEYALAAVAGGAPSVGIKAANGVVLATEKKQKSILYDERSVHKVEPITKHIGLVYSGMGPDYRVLVHRARKLAQQYYLVYQEPIPTAQLVQRVASVMQEYTQSGGVRPFGVSLLICGWNEGRPYLFQSDPSGAYFAWKATAMGKNYVNGKTFLEKRYNEDLELEDAIHTAILTLKESFEGQMTEDNIEVGICNEAGFRRLTPTEVKDYLAAIA. Result: 1 (interaction).